Dataset: NCI-60 drug combinations with 297,098 pairs across 59 cell lines. Task: Regression. Given two drug SMILES strings and cell line genomic features, predict the synergy score measuring deviation from expected non-interaction effect. (1) Drug 1: C1=NC2=C(N1)C(=S)N=C(N2)N. Drug 2: C1CN(CCN1C(=O)CCBr)C(=O)CCBr. Cell line: MCF7. Synergy scores: CSS=42.6, Synergy_ZIP=-5.78, Synergy_Bliss=-3.23, Synergy_Loewe=-5.14, Synergy_HSA=-0.458. (2) Drug 1: C1=NC2=C(N=C(N=C2N1C3C(C(C(O3)CO)O)F)Cl)N. Drug 2: C(CN)CNCCSP(=O)(O)O. Cell line: OVCAR3. Synergy scores: CSS=17.5, Synergy_ZIP=0.669, Synergy_Bliss=-1.18, Synergy_Loewe=8.69, Synergy_HSA=2.12. (3) Drug 1: CC1=C2C(C(=O)C3(C(CC4C(C3C(C(C2(C)C)(CC1OC(=O)C(C(C5=CC=CC=C5)NC(=O)C6=CC=CC=C6)O)O)OC(=O)C7=CC=CC=C7)(CO4)OC(=O)C)O)C)OC(=O)C. Drug 2: C1C(C(OC1N2C=NC3=C2NC=NCC3O)CO)O. Cell line: HOP-92. Synergy scores: CSS=13.3, Synergy_ZIP=-2.10, Synergy_Bliss=-0.293, Synergy_Loewe=-17.4, Synergy_HSA=-2.05. (4) Drug 1: C1C(C(OC1N2C=NC3=C(N=C(N=C32)Cl)N)CO)O. Drug 2: C1C(C(OC1N2C=NC3=C2NC=NCC3O)CO)O. Cell line: U251. Synergy scores: CSS=25.1, Synergy_ZIP=-5.21, Synergy_Bliss=-4.36, Synergy_Loewe=-13.3, Synergy_HSA=-4.27. (5) Drug 1: CNC(=O)C1=NC=CC(=C1)OC2=CC=C(C=C2)NC(=O)NC3=CC(=C(C=C3)Cl)C(F)(F)F. Drug 2: CCC1(CC2CC(C3=C(CCN(C2)C1)C4=CC=CC=C4N3)(C5=C(C=C6C(=C5)C78CCN9C7C(C=CC9)(C(C(C8N6C)(C(=O)OC)O)OC(=O)C)CC)OC)C(=O)OC)O.OS(=O)(=O)O. Cell line: COLO 205. Synergy scores: CSS=-2.99, Synergy_ZIP=2.06, Synergy_Bliss=2.13, Synergy_Loewe=0.338, Synergy_HSA=-1.61. (6) Drug 1: C1CCC(C1)C(CC#N)N2C=C(C=N2)C3=C4C=CNC4=NC=N3. Drug 2: C1=NC(=NC(=O)N1C2C(C(C(O2)CO)O)O)N. Cell line: T-47D. Synergy scores: CSS=-0.998, Synergy_ZIP=4.55, Synergy_Bliss=6.33, Synergy_Loewe=1.61, Synergy_HSA=0.937. (7) Drug 1: CC12CCC(CC1=CCC3C2CCC4(C3CC=C4C5=CN=CC=C5)C)O. Drug 2: C1=CN(C=N1)CC(O)(P(=O)(O)O)P(=O)(O)O. Cell line: OVCAR-8. Synergy scores: CSS=5.91, Synergy_ZIP=0.140, Synergy_Bliss=3.24, Synergy_Loewe=1.71, Synergy_HSA=2.46. (8) Synergy scores: CSS=22.2, Synergy_ZIP=-7.17, Synergy_Bliss=-0.334, Synergy_Loewe=-2.68, Synergy_HSA=-2.44. Drug 2: C1=NC2=C(N=C(N=C2N1C3C(C(C(O3)CO)O)O)F)N. Cell line: CAKI-1. Drug 1: C1=CC(=CC=C1C#N)C(C2=CC=C(C=C2)C#N)N3C=NC=N3. (9) Drug 1: CN1C(=O)N2C=NC(=C2N=N1)C(=O)N. Drug 2: COC1=C2C(=CC3=C1OC=C3)C=CC(=O)O2. Cell line: SN12C. Synergy scores: CSS=1.74, Synergy_ZIP=0.0328, Synergy_Bliss=1.48, Synergy_Loewe=-1.01, Synergy_HSA=-0.307.